This data is from Reaction yield outcomes from USPTO patents with 853,638 reactions. The task is: Predict the reaction yield, written as a fraction of the theoretical maximum amount of product (1.0 means a 100% yield; for example, 0.34 means a 34% yield). (1) The reactants are [C:1](=[S:3])=S.C(Cl)CCl.[CH:8]1[C:18]2[CH2:17][CH2:16][C:15]3[CH:19]=[CH:20][CH:21]=[CH:22][C:14]=3[CH:13]([NH2:23])[C:12]=2[CH:11]=[CH:10][CH:9]=1.CCN(CC)CC. The catalyst is CCOCC. The product is [N:23]([CH:13]1[C:12]2[CH:11]=[CH:10][CH:9]=[CH:8][C:18]=2[CH2:17][CH2:16][C:15]2[CH:19]=[CH:20][CH:21]=[CH:22][C:14]1=2)=[C:1]=[S:3]. The yield is 0.690. (2) The reactants are [CH3:1][C:2]1[O:6][CH:5]=[N:4][C:3]=1[C:7]([OH:9])=O.CCN(C(C)C)C(C)C.CN(C(ON1N=NC2C=CC=NC1=2)=[N+](C)C)C.F[P-](F)(F)(F)(F)F.[CH:43]1([C:48]2[CH:49]=[C:50]([NH2:60])[CH:51]=[N:52][C:53]=2[O:54][CH2:55][C:56]([F:59])([F:58])[F:57])[CH2:47][CH2:46][CH2:45][CH2:44]1. The catalyst is CN(C=O)C. The product is [CH:43]1([C:48]2[CH:49]=[C:50]([NH:60][C:7]([C:3]3[N:4]=[CH:5][O:6][C:2]=3[CH3:1])=[O:9])[CH:51]=[N:52][C:53]=2[O:54][CH2:55][C:56]([F:57])([F:58])[F:59])[CH2:44][CH2:45][CH2:46][CH2:47]1. The yield is 0.213. (3) The reactants are [NH:1]([C:3]1[CH:8]=[C:7]([C:9]#[N:10])[CH:6]=[CH:5][N:4]=1)[NH2:2].C([O:13][C:14](=O)[CH:15]([C:19]1[CH:24]=[CH:23][CH:22]=[CH:21][CH:20]=1)[C:16](=O)[CH3:17])C. No catalyst specified. The product is [OH:13][C:14]1[N:1]([C:3]2[CH:8]=[C:7]([C:9]#[N:10])[CH:6]=[CH:5][N:4]=2)[N:2]=[C:16]([CH3:17])[C:15]=1[C:19]1[CH:24]=[CH:23][CH:22]=[CH:21][CH:20]=1. The yield is 0.290. (4) The reactants are [O:1]1[CH2:6][CH2:5][N:4]([C:7](=[O:13])/[CH:8]=[CH:9]\[C:10]([OH:12])=O)[CH2:3][CH2:2]1.[Cl-].N1(O[P+](N(C)C)(N(C)C)N(C)C)C2C=CC=CC=2N=N1.C(N(CC)CCC)C.[NH2:43][C:44]1[CH:49]=[C:48]([CH3:50])[CH:47]=[CH:46][N+:45]=1[O-:51]. The catalyst is CN(C=O)C. The product is [CH3:50][C:48]1[CH:47]=[CH:46][N+:45]([O-:51])=[C:44]([NH:43][C:10](=[O:12])/[CH:9]=[CH:8]\[C:7]([N:4]2[CH2:3][CH2:2][O:1][CH2:6][CH2:5]2)=[O:13])[CH:49]=1. The yield is 0.770.